From a dataset of Full USPTO retrosynthesis dataset with 1.9M reactions from patents (1976-2016). Predict the reactants needed to synthesize the given product. (1) Given the product [N:16]1[NH:17][N:18]=[N:19][C:15]=1[C:12]([NH:21][CH2:22][CH2:23][CH:24]1[CH2:29][CH2:28][N:27]([C:30]([O:32][CH2:33][C:34]2[CH:39]=[C:38]([Cl:40])[CH:37]=[C:36]([Cl:41])[CH:35]=2)=[O:31])[CH2:26][CH2:25]1)=[O:13], predict the reactants needed to synthesize it. The reactants are: C(Cl)(=O)C(Cl)=O.CN(C=O)C.[C:12]([C:15]1[N-:19][N:18]=[N:17][N:16]=1)(O)=[O:13].[K+].[NH2:21][CH2:22][CH2:23][CH:24]1[CH2:29][CH2:28][N:27]([C:30]([O:32][CH2:33][C:34]2[CH:39]=[C:38]([Cl:40])[CH:37]=[C:36]([Cl:41])[CH:35]=2)=[O:31])[CH2:26][CH2:25]1.N1C=CC=CC=1. (2) Given the product [CH:27]1([CH2:26][N:17]2[C:18]3[C:23](=[CH:22][CH:21]=[CH:20][C:19]=3[O:24][CH3:25])[C:15]([C:10]3[S:11][C:12]([CH2:13][CH3:14])=[C:8]([CH2:6][OH:5])[N:9]=3)=[CH:16]2)[CH2:32][CH2:31][CH2:30][CH2:29][CH2:28]1, predict the reactants needed to synthesize it. The reactants are: [BH4-].[Li+].C([O:5][C:6]([C:8]1[N:9]=[C:10]([C:15]2[C:23]3[C:18](=[C:19]([O:24][CH3:25])[CH:20]=[CH:21][CH:22]=3)[N:17]([CH2:26][CH:27]3[CH2:32][CH2:31][CH2:30][CH2:29][CH2:28]3)[CH:16]=2)[S:11][C:12]=1[CH2:13][CH3:14])=O)C.